Dataset: NCI-60 drug combinations with 297,098 pairs across 59 cell lines. Task: Regression. Given two drug SMILES strings and cell line genomic features, predict the synergy score measuring deviation from expected non-interaction effect. (1) Drug 1: C(=O)(N)NO. Cell line: HT29. Drug 2: CC1CCCC2(C(O2)CC(NC(=O)CC(C(C(=O)C(C1O)C)(C)C)O)C(=CC3=CSC(=N3)C)C)C. Synergy scores: CSS=59.5, Synergy_ZIP=2.17, Synergy_Bliss=0.415, Synergy_Loewe=-23.6, Synergy_HSA=2.22. (2) Drug 1: CC1=CC=C(C=C1)C2=CC(=NN2C3=CC=C(C=C3)S(=O)(=O)N)C(F)(F)F. Drug 2: C1CC(=O)NC(=O)C1N2C(=O)C3=CC=CC=C3C2=O. Cell line: MOLT-4. Synergy scores: CSS=-1.68, Synergy_ZIP=1.26, Synergy_Bliss=0.671, Synergy_Loewe=-3.61, Synergy_HSA=-2.68. (3) Drug 1: C1CCC(C1)C(CC#N)N2C=C(C=N2)C3=C4C=CNC4=NC=N3. Drug 2: CCN(CC)CCNC(=O)C1=C(NC(=C1C)C=C2C3=C(C=CC(=C3)F)NC2=O)C. Cell line: RXF 393. Synergy scores: CSS=-4.14, Synergy_ZIP=-0.446, Synergy_Bliss=-4.93, Synergy_Loewe=-6.42, Synergy_HSA=-6.66. (4) Cell line: NCI-H322M. Drug 1: CN(C)N=NC1=C(NC=N1)C(=O)N. Synergy scores: CSS=-7.25, Synergy_ZIP=-0.00524, Synergy_Bliss=-5.35, Synergy_Loewe=-10.1, Synergy_HSA=-8.69. Drug 2: CC12CCC3C(C1CCC2OP(=O)(O)O)CCC4=C3C=CC(=C4)OC(=O)N(CCCl)CCCl.[Na+]. (5) Drug 1: CC(CN1CC(=O)NC(=O)C1)N2CC(=O)NC(=O)C2. Drug 2: C1=C(C(=O)NC(=O)N1)F. Cell line: HS 578T. Synergy scores: CSS=50.3, Synergy_ZIP=4.89, Synergy_Bliss=6.09, Synergy_Loewe=2.86, Synergy_HSA=9.35. (6) Drug 2: B(C(CC(C)C)NC(=O)C(CC1=CC=CC=C1)NC(=O)C2=NC=CN=C2)(O)O. Cell line: UACC-257. Drug 1: CCN(CC)CCNC(=O)C1=C(NC(=C1C)C=C2C3=C(C=CC(=C3)F)NC2=O)C. Synergy scores: CSS=59.7, Synergy_ZIP=1.51, Synergy_Bliss=3.65, Synergy_Loewe=-1.32, Synergy_HSA=1.17. (7) Drug 1: CC(CN1CC(=O)NC(=O)C1)N2CC(=O)NC(=O)C2. Drug 2: CC12CCC3C(C1CCC2O)C(CC4=C3C=CC(=C4)O)CCCCCCCCCS(=O)CCCC(C(F)(F)F)(F)F. Cell line: SNB-19. Synergy scores: CSS=8.36, Synergy_ZIP=-4.79, Synergy_Bliss=-6.78, Synergy_Loewe=-3.32, Synergy_HSA=-4.89.